This data is from Catalyst prediction with 721,799 reactions and 888 catalyst types from USPTO. The task is: Predict which catalyst facilitates the given reaction. (1) Reactant: [CH3:1][C:2]1[N:7]=[CH:6][N:5]=[C:4]([N:8]2[CH2:12][CH:11]3[CH2:13][N:14](C(OC(C)(C)C)=O)[CH2:15][CH:10]3[CH2:9]2)[N:3]=1.C(O)(C(F)(F)F)=O. Product: [CH3:1][C:2]1[N:7]=[CH:6][N:5]=[C:4]([N:8]2[CH2:9][CH:10]3[CH:11]([CH2:13][NH:14][CH2:15]3)[CH2:12]2)[N:3]=1. The catalyst class is: 2. (2) The catalyst class is: 831. Product: [N-:1]=[C:10]=[O:16].[N-:1]=[C:10]=[O:16].[C:17]1([CH2:27][C:6]2[CH:5]=[CH:13][CH:12]=[CH:11][CH:10]=2)[CH:22]=[CH:21][CH:20]=[CH:19][CH:18]=1. Reactant: [NH:1]([CH2:5][CH2:6]O)CCO.II.[C:10]1(=[O:16])O[C:13](=O)[CH:12]=[CH:11]1.[C:17]1([CH3:27])[CH:22]=[CH:21][C:20](S(O)(=O)=O)=[CH:19][CH:18]=1. (3) Reactant: [F:1][C:2]1[CH:7]=[C:6](B(O)O)[CH:5]=[CH:4][N:3]=1.C([O-])([O-])=O.[Na+].[Na+].Br[C:18]1[N:23]=[C:22]([C:24]2[N:28]3[N:29]=[C:30]([N:33]4[CH2:37][CH2:36][CH2:35][C@@H:34]4[C:38]4[CH:43]=[CH:42][CH:41]=[C:40]([F:44])[CH:39]=4)[CH:31]=[CH:32][C:27]3=[N:26][CH:25]=2)[CH:21]=[CH:20][CH:19]=1. Product: [F:1][C:2]1[CH:7]=[C:6]([C:18]2[CH:19]=[CH:20][CH:21]=[C:22]([C:24]3[N:28]4[N:29]=[C:30]([N:33]5[CH2:37][CH2:36][CH2:35][C@@H:34]5[C:38]5[CH:43]=[CH:42][CH:41]=[C:40]([F:44])[CH:39]=5)[CH:31]=[CH:32][C:27]4=[N:26][CH:25]=3)[N:23]=2)[CH:5]=[CH:4][N:3]=1. The catalyst class is: 140. (4) Product: [S:31]1[CH:30]=[CH:29][CH:28]([C:25]2[CH:26]=[CH:27][C:22]([N:18]3[CH2:17][C@H:16]([CH2:15][NH:14][C:6](=[O:11])[C:7]([F:8])([F:9])[F:10])[O:20][C:19]3=[O:21])=[CH:23][C:24]=2[F:35])[CH2:33][CH2:32]1. The catalyst class is: 2. Reactant: [F:8][C:7]([F:10])([F:9])[C:6](O[C:6](=[O:11])[C:7]([F:10])([F:9])[F:8])=[O:11].[NH2:14][CH2:15][C@@H:16]1[O:20][C:19](=[O:21])[N:18]([C:22]2[CH:27]=[CH:26][C:25]([CH:28]3[CH2:33][CH2:32][S:31](=O)[CH2:30][CH2:29]3)=[C:24]([F:35])[CH:23]=2)[CH2:17]1.CN1CCOCC1. (5) Reactant: ClC1C=C([C:9]2[C:21]([CH3:22])=[CH:20][C:12]([C:13]([NH:15][S:16]([CH3:19])(=[O:18])=[O:17])=[O:14])=[C:11]([F:23])[CH:10]=2)C=NC=1F.[Cl:24][C:25]1[C:30]([C:31]([F:34])([F:33])[F:32])=[CH:29][C:28](B2OC(C)(C)C(C)(C)O2)=[CH:27][N:26]=1.COC1CCCC1.C([O-])([O-])=O.[Na+].[Na+]. Product: [Cl:24][C:25]1[N:26]=[CH:27][C:28]([C:9]2[C:21]([CH3:22])=[CH:20][C:12]([C:13]([NH:15][S:16]([CH3:19])(=[O:17])=[O:18])=[O:14])=[C:11]([F:23])[CH:10]=2)=[CH:29][C:30]=1[C:31]([F:32])([F:33])[F:34]. The catalyst class is: 73. (6) Reactant: [K].C([O:9][C:10]1[CH:15]=[C:14](Br)[CH:13]=[C:12]([F:17])[C:11]=1[N:18]1[S:22](=[O:24])(=[O:23])[NH:21][C:20](=[O:25])[CH2:19]1)C1C=CC=CC=1.[CH3:26][C:27]1([CH3:43])[C:31]([CH3:33])([CH3:32])[O:30][B:29]([B:29]2[O:30][C:31]([CH3:33])([CH3:32])[C:27]([CH3:43])([CH3:26])[O:28]2)[O:28]1.CC([O-])=O.[K+]. Product: [F:17][C:12]1[CH:13]=[C:14]([B:29]2[O:30][C:31]([CH3:33])([CH3:32])[C:27]([CH3:43])([CH3:26])[O:28]2)[CH:15]=[C:10]([OH:9])[C:11]=1[N:18]1[S:22](=[O:23])(=[O:24])[NH:21][C:20](=[O:25])[CH2:19]1. The catalyst class is: 57. (7) Reactant: C(OC([N:8]([CH2:37][C:38]1[CH:47]=[CH:46][C:41]2[O:42][CH2:43][CH2:44][O:45][C:40]=2[CH:39]=1)[CH:9]1[CH2:14][CH2:13][N:12]([CH2:15][CH2:16][N:17]2[C:26]3[C:21](=[CH:22][CH:23]=[C:24]([O:27][CH3:28])[CH:25]=3)[C:20](/[CH:29]=[CH:30]/[C:31]([O:33][CH2:34][CH3:35])=[O:32])=[CH:19][C:18]2=[O:36])[CH2:11][CH2:10]1)=O)(C)(C)C.FC(F)(F)C(O)=O. Product: [O:42]1[C:41]2[CH:46]=[CH:47][C:38]([CH2:37][NH:8][CH:9]3[CH2:10][CH2:11][N:12]([CH2:15][CH2:16][N:17]4[C:26]5[C:21](=[CH:22][CH:23]=[C:24]([O:27][CH3:28])[CH:25]=5)[C:20](/[CH:29]=[CH:30]/[C:31]([O:33][CH2:34][CH3:35])=[O:32])=[CH:19][C:18]4=[O:36])[CH2:13][CH2:14]3)=[CH:39][C:40]=2[O:45][CH2:44][CH2:43]1. The catalyst class is: 22.